Dataset: Reaction yield outcomes from USPTO patents with 853,638 reactions. Task: Predict the reaction yield, written as a fraction of the theoretical maximum amount of product (1.0 means a 100% yield; for example, 0.34 means a 34% yield). The reactants are Cl[C:2]1[C:7]([NH2:8])=[CH:6][CH:5]=[C:4]([Cl:9])[N:3]=1.[CH:10]([N:13]=[C:14]=[S:15])([CH3:12])[CH3:11].[H-].[Na+].CCOCC. The catalyst is CN(C=O)C. The product is [Cl:9][C:4]1[N:3]=[C:2]2[S:15][C:14]([NH:13][CH:10]([CH3:12])[CH3:11])=[N:8][C:7]2=[CH:6][CH:5]=1. The yield is 0.660.